Predict the reaction yield, written as a fraction of the theoretical maximum amount of product (1.0 means a 100% yield; for example, 0.34 means a 34% yield). From a dataset of Reaction yield outcomes from USPTO patents with 853,638 reactions. (1) The reactants are [C:1]([O:4][C@@H:5]1[C@@H:10]([O:11][C:12](=[O:14])[CH3:13])[C@H:9]([O:15][C:16](=[O:18])[CH3:17])[C@@H:8]([CH2:19][O:20][C:21](=[O:23])[CH3:22])[O:7][C@:6]1([C:26]1[CH:31]=[CH:30][C:29]([Cl:32])=[C:28]([CH2:33][C:34]2[CH:39]=[CH:38][C:37]([O:40][Si](C(C)(C)C)(C)C)=[CH:36][CH:35]=2)[CH:27]=1)OC)(=[O:3])[CH3:2].O.C([SiH](CC)CC)C.C(OC(=O)C)C. The catalyst is C(#N)C. The product is [C:16]([O:15][C@H:9]1[C@H:10]([O:11][C:12](=[O:14])[CH3:13])[C@@H:5]([O:4][C:1](=[O:3])[CH3:2])[C@H:6]([C:26]2[CH:31]=[CH:30][C:29]([Cl:32])=[C:28]([CH2:33][C:34]3[CH:35]=[CH:36][C:37]([OH:40])=[CH:38][CH:39]=3)[CH:27]=2)[O:7][C@@H:8]1[CH2:19][O:20][C:21](=[O:23])[CH3:22])(=[O:18])[CH3:17]. The yield is 0.863. (2) The reactants are [NH:1]([C:8](=[O:28])[CH:9]([C:19]1[CH:27]=[CH:26][C:22]([C:23]([OH:25])=[O:24])=[CH:21][CH:20]=1)[C:10]([NH:12][C:13]1[CH:18]=[CH:17][CH:16]=[CH:15][CH:14]=1)=[O:11])[C:2]1[CH:7]=[CH:6][CH:5]=[CH:4][CH:3]=1.CCN=C=NCCCN(C)C.C1C=CC2N([OH:49])N=NC=2C=1.[NH2:50][C:51]1[CH:56]=[CH:55][CH:54]=[CH:53][C:52]=1[NH:57][C:58](=[O:64])[O:59][C:60]([CH3:63])([CH3:62])[CH3:61]. The catalyst is CN(C=O)C. The product is [NH:1]([C:8](=[O:28])[CH:9]([C:19]1[CH:20]=[CH:21][C:22]([C:23]([NH:50][C:51]2[CH:56]=[CH:55][CH:54]=[CH:53][C:52]=2[NH:57][C:58](=[O:64])[O:59][C:60]([CH3:61])([CH3:63])[CH3:62])=[O:24])=[CH:26][CH:27]=1)[C:10]([NH:12][C:13]1[CH:18]=[CH:17][CH:16]=[CH:15][CH:14]=1)=[O:11])[C:2]1[CH:7]=[CH:6][CH:5]=[CH:4][CH:3]=1.[C:23](=[O:24])([OH:49])[OH:25]. The yield is 0.640. (3) The reactants are [CH3:1][C:2]1[CH:7]=[C:6]([CH3:8])[NH:5][C:4](=[O:9])[C:3]=1[CH2:10][NH:11][C:12]([C:14]1[CH:19]=[C:18]([C:20]2[CH2:21][C:22]([CH3:29])([CH3:28])[NH:23][C:24]([CH3:27])([CH3:26])[CH:25]=2)[N:17]=[C:16]2[N:30]([CH:33]3[CH2:38][CH2:37][N:36](C(OC(C)(C)C)=O)[CH2:35][CH2:34]3)[N:31]=[CH:32][C:15]=12)=[O:13]. The catalyst is C(Cl)Cl.C(O)(C(F)(F)F)=O. The product is [CH3:1][C:2]1[CH:7]=[C:6]([CH3:8])[NH:5][C:4](=[O:9])[C:3]=1[CH2:10][NH:11][C:12]([C:14]1[C:15]2[CH:32]=[N:31][N:30]([CH:33]3[CH2:38][CH2:37][NH:36][CH2:35][CH2:34]3)[C:16]=2[N:17]=[C:18]([C:20]2[CH2:21][C:22]([CH3:28])([CH3:29])[NH:23][C:24]([CH3:26])([CH3:27])[CH:25]=2)[CH:19]=1)=[O:13]. The yield is 0.957.